This data is from Full USPTO retrosynthesis dataset with 1.9M reactions from patents (1976-2016). The task is: Predict the reactants needed to synthesize the given product. Given the product [CH3:1][C:2]1[O:6][C:5]([C:7]2[CH:16]=[CH:15][C:10]([C:11]([OH:13])=[O:12])=[CH:9][CH:8]=2)=[N:4][C:3]=1[CH2:17][S:18]([C:21]1[CH:26]=[CH:25][C:24]([CH2:27][N:28]2[CH2:33][CH2:32][O:31][CH2:30][CH2:29]2)=[CH:23][CH:22]=1)(=[O:19])=[O:20], predict the reactants needed to synthesize it. The reactants are: [CH3:1][C:2]1[O:6][C:5]([C:7]2[CH:16]=[CH:15][C:10]([C:11]([O:13]C)=[O:12])=[CH:9][CH:8]=2)=[N:4][C:3]=1[CH2:17][S:18]([C:21]1[CH:26]=[CH:25][C:24]([CH2:27][N:28]2[CH2:33][CH2:32][O:31][CH2:30][CH2:29]2)=[CH:23][CH:22]=1)(=[O:20])=[O:19].